This data is from Forward reaction prediction with 1.9M reactions from USPTO patents (1976-2016). The task is: Predict the product of the given reaction. (1) Given the reactants [CH2:1]([C:3]1[S:27][C:6]2=[N:7][C:8]([CH3:26])=[C:9]([CH:18]([CH2:23][CH2:24][CH3:25])[C:19]([O:21]C)=[O:20])[C:10]([C:11]3[CH:16]=[CH:15][C:14]([CH3:17])=[CH:13][CH:12]=3)=[C:5]2[C:4]=1[CH3:28])[CH3:2].[OH-].[Na+], predict the reaction product. The product is: [CH2:1]([C:3]1[S:27][C:6]2=[N:7][C:8]([CH3:26])=[C:9]([CH:18]([CH2:23][CH2:24][CH3:25])[C:19]([OH:21])=[O:20])[C:10]([C:11]3[CH:12]=[CH:13][C:14]([CH3:17])=[CH:15][CH:16]=3)=[C:5]2[C:4]=1[CH3:28])[CH3:2]. (2) Given the reactants [C:1]([C:3]1[CH:18]=[CH:17][C:6]([O:7][C:8]2[CH:16]=[CH:15][C:11]([C:12]([OH:14])=O)=[CH:10][CH:9]=2)=[CH:5][CH:4]=1)#[N:2].[NH2:19][CH2:20][C:21]([NH2:24])([CH3:23])[CH3:22], predict the reaction product. The product is: [NH2:24][C:21]([CH3:23])([CH3:22])[CH2:20][NH:19][C:12](=[O:14])[C:11]1[CH:10]=[CH:9][C:8]([O:7][C:6]2[CH:5]=[CH:4][C:3]([C:1]#[N:2])=[CH:18][CH:17]=2)=[CH:16][CH:15]=1. (3) Given the reactants CC([C:5]1([N:8]([CH2:12][C:13]2[CH:18]=[C:17](Br)[CH:16]=[C:15]([Cl:20])[C:14]=2[Cl:21])[C:9](=[O:11])[O-:10])[CH2:7][CH2:6]1)(C)C.C(B1O[C:27](C)(C)[C:26]([CH3:32])([CH3:31])O1)=C.[C:33]1(P(C2C=CC=CC=2)C2C=CC=CC=2)C=CC=C[CH:34]=1.C([O-])([O-])=O.[Na+].[Na+], predict the reaction product. The product is: [CH:5]1([N:8]([CH2:12][C:13]2[CH:18]=[C:17]([CH:33]=[CH2:34])[CH:16]=[C:15]([Cl:20])[C:14]=2[Cl:21])[C:9](=[O:11])[O:10][C:26]([CH3:32])([CH3:31])[CH3:27])[CH2:6][CH2:7]1. (4) Given the reactants [NH2:1][C:2]1[CH:9]=[C:8]([NH:10][C@H:11]2[C@@H:16]([CH2:17][OH:18])[C@H:15]3[CH2:19][C@@H:12]2[CH2:13][CH2:14]3)[C:5]([C:6]#[N:7])=[CH:4][N:3]=1.CCN(C(C)C)C(C)C.Cl[Si:30]([CH2:35][CH3:36])([CH2:33][CH3:34])[CH2:31][CH3:32], predict the reaction product. The product is: [NH2:1][C:2]1[CH:9]=[C:8]([NH:10][C@H:11]2[C@@H:16]([CH2:17][O:18][Si:30]([CH2:35][CH3:36])([CH2:33][CH3:34])[CH2:31][CH3:32])[C@H:15]3[CH2:19][C@@H:12]2[CH2:13][CH2:14]3)[C:5]([C:6]#[N:7])=[CH:4][N:3]=1. (5) Given the reactants Br[C:2]1[CH:3]=[CH:4][C:5]2[O:11][CH2:10][CH2:9][N:8]3[CH:12]=[C:13]([C:15]4[N:19]([C:20]5[CH:25]=[CH:24][CH:23]=[CH:22][C:21]=5[Cl:26])[N:18]=[C:17]([NH2:27])[N:16]=4)[N:14]=[C:7]3[C:6]=2[CH:28]=1.[Cl:29][C:30]1[CH:35]=[CH:34][C:33](B(O)O)=[CH:32][CH:31]=1.C([O-])([O-])=O.[Cs+].[Cs+].O, predict the reaction product. The product is: [Cl:26][C:21]1[CH:22]=[CH:23][CH:24]=[CH:25][C:20]=1[N:19]1[C:15]([C:13]2[N:14]=[C:7]3[C:6]4[CH:28]=[C:2]([C:33]5[CH:34]=[CH:35][C:30]([Cl:29])=[CH:31][CH:32]=5)[CH:3]=[CH:4][C:5]=4[O:11][CH2:10][CH2:9][N:8]3[CH:12]=2)=[N:16][C:17]([NH2:27])=[N:18]1. (6) Given the reactants [C:1]([O:5][C:6]([N:8]1[CH2:13][CH2:12][C:11]([CH2:15]SC2C=CC(C(OC)=O)=CC=2)([OH:14])[CH2:10][CH2:9]1)=[O:7])([CH3:4])([CH3:3])[CH3:2].Cl[C:28]1[CH:33]=[CH:32][CH:31]=[C:30]([C:34]([O:36]O)=[O:35])[CH:29]=1.[I-].[K+].[S:40]([O-:44])([O-])(=[O:42])=S.[Na+].[Na+].[I-].[C:48](=O)([O-])[O-].[K+].[K+], predict the reaction product. The product is: [C:1]([O:5][C:6]([N:8]1[CH2:13][CH2:12][C:11]([CH2:15][S:40]([C:33]2[CH:32]=[CH:31][C:30]([C:34]([O:36][CH3:48])=[O:35])=[CH:29][CH:28]=2)(=[O:44])=[O:42])([OH:14])[CH2:10][CH2:9]1)=[O:7])([CH3:4])([CH3:2])[CH3:3]. (7) Given the reactants [C:1]1([CH3:9])[CH:6]=[CH:5][CH:4]=[CH:3][C:2]=1[Mg]Br.[Br:10][C:11]1[CH:16]=[CH:15][C:14](/[CH:17]=[CH:18]/[C:19]([CH:21]2[CH2:26][CH2:25][N:24]([C:27]([O:29][C:30]([CH3:33])([CH3:32])[CH3:31])=[O:28])[CH2:23][CH2:22]2)=[O:20])=[CH:13][CH:12]=1, predict the reaction product. The product is: [Br:10][C:11]1[CH:12]=[CH:13][C:14]([CH:17]([C:2]2[CH:3]=[CH:4][CH:5]=[CH:6][C:1]=2[CH3:9])[CH2:18][C:19]([CH:21]2[CH2:22][CH2:23][N:24]([C:27]([O:29][C:30]([CH3:33])([CH3:32])[CH3:31])=[O:28])[CH2:25][CH2:26]2)=[O:20])=[CH:15][CH:16]=1.